From a dataset of Catalyst prediction with 721,799 reactions and 888 catalyst types from USPTO. Predict which catalyst facilitates the given reaction. Reactant: [N:1]1([CH2:7][CH2:8][CH2:9][NH:10][S:11]([C:14]2[C:19]([Cl:20])=[CH:18][CH:17]=[C:16]([N+:21]([O-])=O)[C:15]=2[OH:24])(=[O:13])=[O:12])[CH2:6][CH2:5][O:4][CH2:3][CH2:2]1.[H][H]. Product: [N:1]1([CH2:7][CH2:8][CH2:9][NH:10][S:11]([C:14]2[C:19]([Cl:20])=[CH:18][CH:17]=[C:16]([NH2:21])[C:15]=2[OH:24])(=[O:13])=[O:12])[CH2:6][CH2:5][O:4][CH2:3][CH2:2]1. The catalyst class is: 45.